Dataset: Forward reaction prediction with 1.9M reactions from USPTO patents (1976-2016). Task: Predict the product of the given reaction. (1) Given the reactants [CH3:16][C:11]1([CH3:17])[C:12]([CH3:15])([CH3:14])[O:13][B:9]([B:9]2[O:13][C:12]([CH3:15])([CH3:14])[C:11]([CH3:17])([CH3:16])[O:10]2)[O:10]1.Cl[C:20]1[CH:25]=[CH:24][C:23]([C:26]2[CH:27]=[N:28][C:29]([NH2:32])=[N:30][CH:31]=2)=[C:22]([F:33])[CH:21]=1.C([O-])(=O)C.[K+], predict the reaction product. The product is: [F:33][C:22]1[CH:21]=[C:20]([B:9]2[O:10][C:11]([CH3:16])([CH3:17])[C:12]([CH3:14])([CH3:15])[O:13]2)[CH:25]=[CH:24][C:23]=1[C:26]1[CH:31]=[N:30][C:29]([NH2:32])=[N:28][CH:27]=1. (2) Given the reactants [CH3:1]C[O-].[Na+].[NH2:5][C:6]1[C:21]([I:22])=[CH:20][C:19]([Cl:23])=[CH:18][C:7]=1[C:8]([NH:10][CH:11]([CH2:15][CH2:16][CH3:17])[CH2:12][CH2:13][CH3:14])=[O:9].C(OCC)=O, predict the reaction product. The product is: [Cl:23][C:19]1[CH:18]=[C:7]2[C:6](=[C:21]([I:22])[CH:20]=1)[N:5]=[CH:1][N:10]([CH:11]([CH2:12][CH2:13][CH3:14])[CH2:15][CH2:16][CH3:17])[C:8]2=[O:9]. (3) Given the reactants [CH3:1][O:2][C:3]1[CH:8]=[CH:7][C:6]([C:9]2[CH:14]=[CH:13][C:12]([C:15]3[CH:16]=[CH:17][C:18]4[N:19]([CH:21]=[C:22]([CH3:24])[N:23]=4)[N:20]=3)=[CH:11][CH:10]=2)=[CH:5][CH:4]=1.C1C(=O)N([Br:32])C(=O)C1, predict the reaction product. The product is: [Br:32][C:21]1[N:19]2[N:20]=[C:15]([C:12]3[CH:11]=[CH:10][C:9]([C:6]4[CH:5]=[CH:4][C:3]([O:2][CH3:1])=[CH:8][CH:7]=4)=[CH:14][CH:13]=3)[CH:16]=[CH:17][C:18]2=[N:23][C:22]=1[CH3:24]. (4) Given the reactants [C:1]1(=O)[CH2:6][CH2:5][CH2:4][CH2:3][CH2:2]1.[C:8]1([CH:14]([C:16]2[CH:21]=[CH:20][CH:19]=[CH:18][CH:17]=2)[NH2:15])[CH:13]=[CH:12][CH:11]=[CH:10][CH:9]=1.[BH-](OC(C)=O)(OC(C)=O)OC(C)=O.[Na+].C([O-])(O)=O.[Na+], predict the reaction product. The product is: [CH:14]([NH:15][CH:1]1[CH2:6][CH2:5][CH2:4][CH2:3][CH2:2]1)([C:8]1[CH:9]=[CH:10][CH:11]=[CH:12][CH:13]=1)[C:16]1[CH:17]=[CH:18][CH:19]=[CH:20][CH:21]=1. (5) Given the reactants [Cl:1][C:2]1[CH:3]=[C:4]([CH:9]=[C:10]([Cl:28])[C:11]=1[C:12]([N:14]1[C:22]2[CH:21]=[CH:20][N:19]=[C:18]([NH:23][C:24](=[O:27])[CH2:25][CH3:26])[C:17]=2[CH:16]=[CH:15]1)=[O:13])[C:5]([O:7]C)=[O:6].[OH-].[Na+], predict the reaction product. The product is: [Cl:1][C:2]1[CH:3]=[C:4]([CH:9]=[C:10]([Cl:28])[C:11]=1[C:12]([N:14]1[C:22]2[CH:21]=[CH:20][N:19]=[C:18]([NH:23][C:24](=[O:27])[CH2:25][CH3:26])[C:17]=2[CH:16]=[CH:15]1)=[O:13])[C:5]([OH:7])=[O:6]. (6) Given the reactants [F:1][C:2]([F:16])([F:15])/[CH:3]=[CH:4]/[C:5]1[CH:13]=[CH:12][C:8]([C:9]([OH:11])=O)=[C:7]([CH3:14])[CH:6]=1.C(Cl)(=O)C(Cl)=O.[N:23]1[C:32]2[C:27](=[CH:28][CH:29]=[CH:30][N:31]=2)[CH:26]=[C:25]([NH2:33])[CH:24]=1, predict the reaction product. The product is: [CH3:14][C:7]1[CH:6]=[C:5](/[CH:4]=[CH:3]/[C:2]([F:1])([F:16])[F:15])[CH:13]=[CH:12][C:8]=1[C:9]([NH:33][C:25]1[CH:24]=[N:23][C:32]2[C:27]([CH:26]=1)=[CH:28][CH:29]=[CH:30][N:31]=2)=[O:11]. (7) Given the reactants [O-]Cl=O.[Na+].[CH2:5]([O:12][C:13](=[O:23])[C:14]1[CH:19]=[CH:18][C:17]([CH:20]=[O:21])=[C:16]([F:22])[CH:15]=1)[C:6]1[CH:11]=[CH:10][CH:9]=[CH:8][CH:7]=1.S(=O)(=O)([OH:26])N.Cl, predict the reaction product. The product is: [CH2:5]([O:12][C:13](=[O:23])[C:14]1[CH:19]=[CH:18][C:17]([C:20]([OH:26])=[O:21])=[C:16]([F:22])[CH:15]=1)[C:6]1[CH:11]=[CH:10][CH:9]=[CH:8][CH:7]=1. (8) Given the reactants [Br:1][C:2]1[CH:8]=[CH:7][CH:6]=[CH:5][C:3]=1[NH2:4].C(O[CH:12]=[C:13]([C:19](=[O:21])[CH3:20])[C:14]([O:16][CH2:17][CH3:18])=[O:15])C, predict the reaction product. The product is: [Br:1][C:2]1[CH:8]=[CH:7][CH:6]=[CH:5][C:3]=1[NH:4][CH:12]=[C:13]([C:19](=[O:21])[CH3:20])[C:14]([O:16][CH2:17][CH3:18])=[O:15]. (9) The product is: [ClH:46].[C:1]([NH:5][C:6]([C:8]1[C:12]2=[N:13][C:14]([C:17]3[CH:25]=[CH:24][CH:23]=[C:22]4[C:18]=3[CH:19]=[N:20][N:21]4[CH3:26])=[CH:15][N:16]=[C:11]2[NH:10][CH:9]=1)=[O:7])([CH3:4])([CH3:3])[CH3:2]. Given the reactants [C:1]([NH:5][C:6]([C:8]1[C:12]2=[N:13][C:14]([C:17]3[CH:25]=[CH:24][CH:23]=[C:22]4[C:18]=3[CH:19]=[N:20][N:21]4[CH3:26])=[CH:15][N:16]=[C:11]2[N:10](C(C2C=CC=CC=2)(C2C=CC=CC=2)C2C=CC=CC=2)[CH:9]=1)=[O:7])([CH3:4])([CH3:3])[CH3:2].[ClH:46], predict the reaction product.